The task is: Predict the reactants needed to synthesize the given product.. This data is from Full USPTO retrosynthesis dataset with 1.9M reactions from patents (1976-2016). (1) Given the product [CH3:14][CH:9]([CH2:8][CH2:1][C:2]1[CH:3]=[CH:4][CH:5]=[CH:6][CH:7]=1)[CH2:10][CH2:11][OH:13], predict the reactants needed to synthesize it. The reactants are: [CH2:1]([CH:8]1O[C:11](=[O:13])[CH2:10][CH2:9]1)[CH2:2][CH2:3][CH2:4][CH2:5][CH2:6][CH3:7].[C:14](OCC1C=CC=CC=1)(=O)C.CC1CCC(C(O)(C)C)CC=1.CC(O)(CCCC(C)C=C)C.CC1C(/C=C/C(=O)C)C(C)(C)CCC=1.CC1CCCC(C)(C)C=1/C=C/C(=O)C.OC1C=CC(C=O)=CC=1OC.O1C2C=CC(C=O)=CC=2OC1. (2) Given the product [CH:65]1([CH2:71][NH:72][C:73]2[CH:78]=[CH:77][C:76]([C:79]3[C:84]([C:85]([F:88])([F:86])[F:87])=[CH:83][CH:82]=[CH:81][C:80]=3[F:89])=[CH:75][N:74]=2)[CH2:66][CH2:67][CH2:68][CH2:69][CH2:70]1, predict the reactants needed to synthesize it. The reactants are: BrC1C(C(F)(F)F)=CC=CC=1F.FC1C=CC(C2C(C(F)(F)F)=CC=CC=2F)=CN=1.FC1N=CC(B(O)O)=CC=1.C([O-])([O-])=O.[Cs+].[Cs+].FC1C=CC(C2C(C(F)(F)F)=CC=CC=2F)=CN=1.[CH:65]1([CH2:71][NH:72][C:73]2[CH:78]=[CH:77][C:76]([C:79]3[C:84]([C:85]([F:88])([F:87])[F:86])=[CH:83][CH:82]=[CH:81][C:80]=3[F:89])=[CH:75][N:74]=2)[CH2:70][CH2:69][CH2:68][CH2:67][CH2:66]1.C1(CN)CCCCC1.